From a dataset of Reaction yield outcomes from USPTO patents with 853,638 reactions. Predict the reaction yield, written as a fraction of the theoretical maximum amount of product (1.0 means a 100% yield; for example, 0.34 means a 34% yield). (1) The reactants are [F:1][CH:2]([N:4]1[C:8]2[CH:9]3[CH2:20][CH:11]([C:12]4[CH:17]=[C:16]([F:18])[C:15](I)=[CH:14][C:13]=4[C:7]=2[N:6]=[C:5]1[C:21]([NH2:23])=[O:22])[CH2:10]3)[F:3].[CH3:24][C:25]([OH:29])([C:27]#[CH:28])[CH3:26]. The catalyst is N1CCCCC1.[Cu]I.C1C=CC([P]([Pd]([P](C2C=CC=CC=2)(C2C=CC=CC=2)C2C=CC=CC=2)([P](C2C=CC=CC=2)(C2C=CC=CC=2)C2C=CC=CC=2)[P](C2C=CC=CC=2)(C2C=CC=CC=2)C2C=CC=CC=2)(C2C=CC=CC=2)C2C=CC=CC=2)=CC=1. The product is [F:1][CH:2]([F:3])[N:4]1[C:8]2[CH:9]3[CH2:20][CH:11]([C:12]4[CH:17]=[C:16]([F:18])[C:15]([C:28]#[C:27][C:25]([OH:29])([CH3:26])[CH3:24])=[CH:14][C:13]=4[C:7]=2[N:6]=[C:5]1[C:21]([NH2:23])=[O:22])[CH2:10]3. The yield is 0.0600. (2) The reactants are C(N(CC)CC)C.[C:8]([O:11][C:12](=O)[CH3:13])(=[O:10])[CH3:9].OC1C=[CH:18][C:19]2[C:20](=[O:43])[C@H:21]3[C:38]4[C:33](=[CH:34][C:35]([O:41][CH3:42])=[C:36]([O:39][CH3:40])[CH:37]=4)[O:32][CH2:31][C@H:22]3[O:23][C:24]=2[C:25]=1[CH2:26][CH:27]=[C:28]([CH3:30])[CH3:29].[NH4+].[Cl-]. The catalyst is CN(C1C=CN=CC=1)C.C(Cl)Cl. The product is [CH3:40][O:39][C:36]1[CH:37]=[C:38]2[CH:21]3[CH:22]([O:23][C:24]4[C:25]([CH2:26][CH:27]=[C:28]([CH3:30])[CH3:29])=[C:12]([O:11][C:8](=[O:10])[CH3:9])[CH:13]=[CH:18][C:19]=4[C:20]3=[O:43])[CH2:31][O:32][C:33]2=[CH:34][C:35]=1[O:41][CH3:42]. The yield is 0.440.